From a dataset of Reaction yield outcomes from USPTO patents with 853,638 reactions. Predict the reaction yield, written as a fraction of the theoretical maximum amount of product (1.0 means a 100% yield; for example, 0.34 means a 34% yield). (1) The reactants are [CH3:1][C:2]1[N:7]=[C:6]([C:8]2[CH:13]=[CH:12][CH:11]=[C:10]([C:14]3[CH:15]=[C:16]([S:20]([NH2:23])(=[O:22])=[O:21])[CH:17]=[CH:18][CH:19]=3)[N:9]=2)[CH:5]=[C:4]([C:24]2[CH:29]=[CH:28][C:27]([C:30]([F:33])([F:32])[F:31])=[CH:26][CH:25]=2)[CH:3]=1.[C:34](OC(=O)C)(=[O:36])[CH3:35]. The catalyst is C(O)(=O)C.CCOC(C)=O. The product is [C:34]([NH:23][S:20]([C:16]1[CH:17]=[CH:18][CH:19]=[C:14]([C:10]2[N:9]=[C:8]([C:6]3[CH:5]=[C:4]([C:24]4[CH:29]=[CH:28][C:27]([C:30]([F:33])([F:31])[F:32])=[CH:26][CH:25]=4)[CH:3]=[C:2]([CH3:1])[N:7]=3)[CH:13]=[CH:12][CH:11]=2)[CH:15]=1)(=[O:21])=[O:22])(=[O:36])[CH3:35]. The yield is 0.880. (2) The reactants are C[O:2][C:3]1[C:8]2[NH:9][C:10]([C:12]3[S:13][CH:14]=[CH:15][CH:16]=3)=[N:11][C:7]=2[C:6]([C:17]([NH:19][CH2:20][CH:21]2[CH2:26][CH2:25][CH2:24][CH2:23][N:22]2C(OC(C)(C)C)=O)=[O:18])=[CH:5][CH:4]=1.B(Br)(Br)Br. No catalyst specified. The product is [OH:2][C:3]1[C:8]2[NH:9][C:10]([C:12]3[S:13][CH:14]=[CH:15][CH:16]=3)=[N:11][C:7]=2[C:6]([C:17]([NH:19][CH2:20][CH:21]2[CH2:26][CH2:25][CH2:24][CH2:23][NH:22]2)=[O:18])=[CH:5][CH:4]=1. The yield is 0.440. (3) The reactants are [F:1][C:2]([F:18])([F:17])[CH2:3][CH2:4][CH2:5][C:6]([C:9]1[CH:16]=[CH:15][C:12]([CH:13]=[O:14])=[CH:11][CH:10]=1)([CH3:8])[CH3:7].C(C(C1C=CC(C=O)=CC=1)(C)CC)C.[BH4-].[K+]. No catalyst specified. The product is [F:1][C:2]([F:17])([F:18])[CH2:3][CH2:4][CH2:5][C:6]([C:9]1[CH:10]=[CH:11][C:12]([CH2:13][OH:14])=[CH:15][CH:16]=1)([CH3:8])[CH3:7]. The yield is 0.460. (4) The reactants are [CH3:1][C:2]1[C:6]2[CH:7]=[C:8]([CH3:18])[C:9]([C:11]3[N:12]=[CH:13][C:14]([NH2:17])=[N:15][CH:16]=3)=[CH:10][C:5]=2[O:4][N:3]=1.[F:19][C:20]1[CH:28]=[CH:27][CH:26]=[C:25]([F:29])[C:21]=1[C:22](Cl)=[O:23].CCN(C(C)C)C(C)C.C([O-])(O)=O.[Na+].C(Cl)Cl. The catalyst is C(Cl)Cl. The product is [F:19][C:20]1[CH:28]=[CH:27][CH:26]=[C:25]([F:29])[C:21]=1[C:22]([NH:17][C:14]1[CH:13]=[N:12][C:11]([C:9]2[C:8]([CH3:18])=[CH:7][C:6]3[C:2]([CH3:1])=[N:3][O:4][C:5]=3[CH:10]=2)=[CH:16][N:15]=1)=[O:23]. The yield is 0.638.